Predict the reaction yield, written as a fraction of the theoretical maximum amount of product (1.0 means a 100% yield; for example, 0.34 means a 34% yield). From a dataset of Reaction yield outcomes from USPTO patents with 853,638 reactions. (1) The reactants are Cl.[CH2:2]([N:4]([C:12]1[N:17]=[CH:16][N:15]=[C:14]2[N:18]([C:21]3[CH:26]=[CH:25][C:24]([S:27]([CH3:30])(=[O:29])=[O:28])=[CH:23][C:22]=3[F:31])[N:19]=[CH:20][C:13]=12)[CH2:5][CH:6]1[CH2:11][CH2:10][NH:9][CH2:8][CH2:7]1)[CH3:3].Br[C:33]1[CH:38]=[CH:37][C:36]([C:39]([F:42])([F:41])[F:40])=[CH:35][N:34]=1.C(N(CC)CC)C. The yield is 0.510. The product is [CH2:2]([N:4]([C:12]1[N:17]=[CH:16][N:15]=[C:14]2[N:18]([C:21]3[CH:26]=[CH:25][C:24]([S:27]([CH3:30])(=[O:29])=[O:28])=[CH:23][C:22]=3[F:31])[N:19]=[CH:20][C:13]=12)[CH2:5][CH:6]1[CH2:7][CH2:8][N:9]([C:33]2[CH:38]=[CH:37][C:36]([C:39]([F:42])([F:41])[F:40])=[CH:35][N:34]=2)[CH2:10][CH2:11]1)[CH3:3]. The catalyst is CN(C=O)C. (2) The reactants are [CH3:1][O:2][C:3]1[CH:10]=[C:9]([O:11][CH2:12][CH2:13][O:14][CH2:15][CH2:16][O:17][CH3:18])[C:8]([C:19]2[S:20][CH:21]=[CH:22][CH:23]=2)=[CH:7][C:4]=1[CH:5]=O.[C:24]([C:27]1[CH:35]=[CH:34][C:30]([C:31]([OH:33])=[O:32])=[CH:29][CH:28]=1)(=[O:26])[CH3:25]. No catalyst specified. The product is [CH3:1][O:2][C:3]1[CH:10]=[C:9]([O:11][CH2:12][CH2:13][O:14][CH2:15][CH2:16][O:17][CH3:18])[C:8]([C:19]2[S:20][CH:21]=[CH:22][CH:23]=2)=[CH:7][C:4]=1/[CH:5]=[CH:25]/[C:24]([C:27]1[CH:35]=[CH:34][C:30]([C:31]([OH:33])=[O:32])=[CH:29][CH:28]=1)=[O:26]. The yield is 0.610. (3) The catalyst is O1CCCC1.O.[Os](=O)(=O)(=O)=O.C(O)(C)(C)C. The yield is 0.990. The reactants are [CH3:1][O:2][C:3]1[CH:25]=[CH:24][C:6]([CH2:7][N:8]2[C:13]3[N:14]=[CH:15][C:16]([CH:18]=C)=[CH:17][C:12]=3[C:11]3=[N:20][CH:21]=[N:22][N:10]3[C:9]2=[O:23])=[CH:5][CH:4]=1.I([O-])(=O)(=O)=[O:27].[Na+]. The product is [CH3:1][O:2][C:3]1[CH:4]=[CH:5][C:6]([CH2:7][N:8]2[C:13]3[N:14]=[CH:15][C:16]([CH:18]=[O:27])=[CH:17][C:12]=3[C:11]3=[N:20][CH:21]=[N:22][N:10]3[C:9]2=[O:23])=[CH:24][CH:25]=1. (4) The reactants are [F:1][C:2]1[CH:3]=[CH:4][C:5]2[NH:10][C:9](=O)[CH2:8][O:7][C:6]=2[CH:12]=1.[CH3:13][Mg+].[Br-].[BH4-].[Na+].[OH-].[Na+]. The catalyst is C1COCC1. The product is [F:1][C:2]1[CH:3]=[CH:4][C:5]2[NH:10][CH:9]([CH3:13])[CH2:8][O:7][C:6]=2[CH:12]=1. The yield is 0.140. (5) The reactants are [CH3:1][N:2]([CH3:18])[CH2:3][CH2:4][N:5]1[CH2:10][CH2:9][S:8][C:7]2[CH:11]=[C:12]([N+:15]([O-])=O)[CH:13]=[CH:14][C:6]1=2.O.NN. The catalyst is CO.[Ni]. The product is [CH3:1][N:2]([CH3:18])[CH2:3][CH2:4][N:5]1[CH2:10][CH2:9][S:8][C:7]2[CH:11]=[C:12]([NH2:15])[CH:13]=[CH:14][C:6]1=2. The yield is 0.990.